From a dataset of Forward reaction prediction with 1.9M reactions from USPTO patents (1976-2016). Predict the product of the given reaction. (1) Given the reactants [F:1][C:2]1[CH:3]=[C:4]([C:18]2[CH:23]=[C:22]([F:24])[CH:21]=[CH:20][C:19]=2[O:25]C)[CH:5]=[CH:6][C:7]=1[S:8]([C:11]1[CH:16]=[CH:15][CH:14]=[CH:13][C:12]=1[Cl:17])(=[O:10])=[O:9].B(Br)(Br)Br, predict the reaction product. The product is: [Cl:17][C:12]1[CH:13]=[CH:14][CH:15]=[CH:16][C:11]=1[S:8]([C:7]1[CH:6]=[CH:5][C:4]([C:18]2[C:19]([OH:25])=[CH:20][CH:21]=[C:22]([F:24])[CH:23]=2)=[CH:3][C:2]=1[F:1])(=[O:9])=[O:10]. (2) Given the reactants [CH3:1][O:2][C:3](=[O:22])[C@@H:4]([NH:13][C:14]([O:16][CH:17]1[CH2:21][CH2:20][CH2:19][CH2:18]1)=[O:15])[CH2:5][CH2:6][CH2:7][CH2:8][CH2:9][CH2:10][CH2:11]O.C1(P(C2C=CC=CC=2)C2C=CC=CC=2)C=CC=CC=1.[Br:42]N1C(=O)CCC1=O, predict the reaction product. The product is: [CH3:1][O:2][C:3](=[O:22])[C@@H:4]([NH:13][C:14]([O:16][CH:17]1[CH2:21][CH2:20][CH2:19][CH2:18]1)=[O:15])[CH2:5][CH2:6][CH2:7][CH2:8][CH2:9][CH2:10][CH2:11][Br:42]. (3) Given the reactants C(ON=O)(C)(C)C.[Br:8][C:9]1[CH:14]=[C:13]([C:15]([CH3:18])([CH3:17])[CH3:16])[CH:12]=[C:11]([F:19])[C:10]=1N, predict the reaction product. The product is: [Br:8][C:9]1[CH:10]=[C:11]([F:19])[CH:12]=[C:13]([C:15]([CH3:18])([CH3:17])[CH3:16])[CH:14]=1. (4) Given the reactants [CH3:1][C:2]1[CH:7]=[C:6]([CH3:8])[CH:5]=[CH:4][C:3]=1[N:9]1[CH2:14][CH2:13][N:12]([C:15]([C:17]2[CH:22]=[CH:21][C:20]([N:23]3[C:27](=[O:28])[CH2:26][CH:25]([C:29]([OH:31])=O)[CH2:24]3)=[CH:19][CH:18]=2)=[O:16])[CH2:11][CH2:10]1.[NH:32]1[CH2:36][CH2:35][CH2:34][CH2:33]1, predict the reaction product. The product is: [CH3:1][C:2]1[CH:7]=[C:6]([CH3:8])[CH:5]=[CH:4][C:3]=1[N:9]1[CH2:10][CH2:11][N:12]([C:15]([C:17]2[CH:22]=[CH:21][C:20]([N:23]3[CH2:24][CH:25]([C:29]([N:32]4[CH2:36][CH2:35][CH2:34][CH2:33]4)=[O:31])[CH2:26][C:27]3=[O:28])=[CH:19][CH:18]=2)=[O:16])[CH2:13][CH2:14]1. (5) Given the reactants O.[OH-].[Li+].C[O:5][C:6](=[O:39])[C:7]1[CH:12]=[CH:11][C:10]([N:13]2[C:17]([S:18][CH2:19][CH2:20][CH3:21])=[C:16]([C:22](=[O:38])[NH:23][CH:24]3[CH:31]4[CH2:32][CH:27]5[CH2:28][C:29]([S:34]([CH3:37])(=[O:36])=[O:35])([CH2:33][CH:25]3[CH2:26]5)[CH2:30]4)[CH:15]=[N:14]2)=[CH:9][CH:8]=1.O, predict the reaction product. The product is: [CH3:37][S:34]([C:29]12[CH2:33][CH:25]3[CH2:26][CH:27]([CH2:32][CH:31]([CH:24]3[NH:23][C:22]([C:16]3[CH:15]=[N:14][N:13]([C:10]4[CH:9]=[CH:8][C:7]([C:6]([OH:39])=[O:5])=[CH:12][CH:11]=4)[C:17]=3[S:18][CH2:19][CH2:20][CH3:21])=[O:38])[CH2:30]1)[CH2:28]2)(=[O:35])=[O:36]. (6) Given the reactants [Si]([O:8][CH:9]1[CH2:13][N:12]([C:14]2[CH:19]=[CH:18][N:17]3[N:20]=[CH:21][C:22]([C:23]([O:25][CH2:26][CH3:27])=[O:24])=[C:16]3[N:15]=2)[C@@H:11]([C:28]2[CH:33]=[C:32]([F:34])[CH:31]=[CH:30][C:29]=2[O:35][CH3:36])[CH2:10]1)(C(C)(C)C)(C)C.CCCC[N+](CCCC)(CCCC)CCCC.[F-], predict the reaction product. The product is: [F:34][C:32]1[CH:31]=[CH:30][C:29]([O:35][CH3:36])=[C:28]([C@H:11]2[CH2:10][CH:9]([OH:8])[CH2:13][N:12]2[C:14]2[CH:19]=[CH:18][N:17]3[N:20]=[CH:21][C:22]([C:23]([O:25][CH2:26][CH3:27])=[O:24])=[C:16]3[N:15]=2)[CH:33]=1. (7) Given the reactants C([O:3][C:4](=[O:43])[C:5]([O:8][C:9]1[CH:42]=[CH:41][C:12]2[O:13][CH2:14][C:15]3[N:40]=[CH:39][CH:38]=[CH:37][C:16]=3[C:17](=[CH:18][CH2:19][CH2:20][N:21]3[CH2:26][CH2:25][C:24]([C:28]4[CH:33]=[CH:32][C:31]([Cl:34])=[CH:30][CH:29]=4)([OH:27])[C:23]([CH3:36])([CH3:35])[CH2:22]3)[C:11]=2[CH:10]=1)([CH3:7])[CH3:6])C.[OH-].[Na+], predict the reaction product. The product is: [Cl:34][C:31]1[CH:32]=[CH:33][C:28]([C:24]2([OH:27])[CH2:25][CH2:26][N:21]([CH2:20][CH2:19][CH:18]=[C:17]3[C:16]4[CH:37]=[CH:38][CH:39]=[N:40][C:15]=4[CH2:14][O:13][C:12]4[CH:41]=[CH:42][C:9]([O:8][C:5]([CH3:6])([CH3:7])[C:4]([OH:43])=[O:3])=[CH:10][C:11]3=4)[CH2:22][C:23]2([CH3:36])[CH3:35])=[CH:29][CH:30]=1. (8) Given the reactants C([N:8]1[CH:12]2[CH:13]3[N:17]([CH:18]([C:32]4[CH:37]=[CH:36][CH:35]=[C:34]([O:38][CH3:39])[CH:33]=4)[C:19]4[CH:31]=[CH:30][C:22]([C:23]([N:25]([CH2:28][CH3:29])[CH2:26][CH3:27])=[O:24])=[CH:21][CH:20]=4)[CH:16]([CH:9]1[CH2:10][CH2:11]2)[CH2:15][CH2:14]3)C1C=CC=CC=1.C(N1C2C3N(C(C4C=CC=C(OC)C=4)C4C=CC(C(N(CC)CC)=O)=CC=4)C(CC2)C1CC3)C1C=CC=CC=1, predict the reaction product. The product is: [CH:13]12[CH2:11][CH2:10][CH:9]3[CH:16]([CH2:15][CH2:14][CH:12]1[NH:8]3)[N:17]2[CH:18]([C:32]1[CH:37]=[CH:36][CH:35]=[C:34]([O:38][CH3:39])[CH:33]=1)[C:19]1[CH:31]=[CH:30][C:22]([C:23]([N:25]([CH2:26][CH3:27])[CH2:28][CH3:29])=[O:24])=[CH:21][CH:20]=1.